This data is from Catalyst prediction with 721,799 reactions and 888 catalyst types from USPTO. The task is: Predict which catalyst facilitates the given reaction. (1) Reactant: [CH3:1][N:2]1[C:7]2[S:8][CH:9]=[C:10]([CH2:11][C:12]([O:14]C)=[O:13])[C:6]=2[C:5](=[O:16])[N:4]([CH3:17])[C:3]1=[O:18]. Product: [CH3:1][N:2]1[C:7]2[S:8][CH:9]=[C:10]([CH2:11][C:12]([OH:14])=[O:13])[C:6]=2[C:5](=[O:16])[N:4]([CH3:17])[C:3]1=[O:18]. The catalyst class is: 38. (2) Reactant: [Br:1][C:2]1[C:3]([CH2:16][CH2:17]C(OCC)=O)=[C:4]([O:14]C)[C:5]2[C:10]([C:11]=1[O:12]C)=[CH:9][CH:8]=[CH:7][CH:6]=2.[N+]([O-])(O)=O.CC(C)=O.[CH3:31][CH2:32][O:33][C:34](C)=[O:35]. Product: [Br:1][C:2]1[C:11](=[O:12])[C:10]2[C:5](=[CH:6][CH:7]=[CH:8][CH:9]=2)[C:4](=[O:14])[C:3]=1[CH:16]([CH3:17])[C:34]([O:33][CH2:32][CH3:31])=[O:35]. The catalyst class is: 52. (3) Product: [F:30][C:31]1[CH:36]=[CH:35][C:34]([C:6]2[C:5]([N:4]([CH:1]([CH3:3])[CH3:2])[CH3:29])=[N:14][C:13]3[C:8](=[CH:9][C:10]([O:19][CH3:20])=[C:11]([C:15]([O:17][CH3:18])=[O:16])[CH:12]=3)[N:7]=2)=[CH:33][CH:32]=1. Reactant: [CH:1]([N:4]([CH3:29])[C:5]1[C:6](OS(C(F)(F)F)(=O)=O)=[N:7][C:8]2[C:13]([N:14]=1)=[CH:12][C:11]([C:15]([O:17][CH3:18])=[O:16])=[C:10]([O:19][CH3:20])[CH:9]=2)([CH3:3])[CH3:2].[F:30][C:31]1[CH:36]=[CH:35][C:34](B(O)O)=[CH:33][CH:32]=1.[O-]P([O-])([O-])=O.[K+].[K+].[K+]. The catalyst class is: 70. (4) Reactant: FC(F)(F)C(O)=O.C([SiH](CC)CC)C.[CH3:15][C@@H:16]1[N:33](C(OC(C)(C)C)=O)[CH2:32][CH2:31][C@@:18]2([N:22]([C:23]3[CH:28]=[N:27][CH:26]=[CH:25][N:24]=3)[S:21](=[O:30])(=[O:29])[CH2:20][CH2:19]2)[CH2:17]1.O. Product: [CH3:15][C@@H:16]1[NH:33][CH2:32][CH2:31][C@@:18]2([N:22]([C:23]3[CH:28]=[N:27][CH:26]=[CH:25][N:24]=3)[S:21](=[O:29])(=[O:30])[CH2:20][CH2:19]2)[CH2:17]1. The catalyst class is: 4. (5) Reactant: Br[C:2]1[CH:7]=[CH:6][N:5]=[C:4]2[NH:8][C:9]([C:11]([O:13][CH2:14][CH3:15])=[O:12])=[CH:10][C:3]=12.[CH3:16][C:17]1([CH3:33])[C:21]([CH3:23])([CH3:22])[O:20][B:19]([B:19]2[O:20][C:21]([CH3:23])([CH3:22])[C:17]([CH3:33])([CH3:16])[O:18]2)[O:18]1.CC([O-])=O.[K+]. Product: [CH3:16][C:17]1([CH3:33])[C:21]([CH3:23])([CH3:22])[O:20][B:19]([C:2]2[CH:7]=[CH:6][N:5]=[C:4]3[NH:8][C:9]([C:11]([O:13][CH2:14][CH3:15])=[O:12])=[CH:10][C:3]=23)[O:18]1. The catalyst class is: 151. (6) Reactant: [F:1][C:2]1[C:7]2[N:8]=[N:9][S:10][C:6]=2[CH:5]=[C:4]([C:11]([NH:13][O:14][CH2:15][CH2:16][O:17]C=C)=[O:12])[C:3]=1[NH:20][C:21]1[CH:26]=[CH:25][C:24]([I:27])=[CH:23][C:22]=1[F:28].Cl.C([O-])(O)=O.[Na+]. Product: [F:1][C:2]1[C:7]2[N:8]=[N:9][S:10][C:6]=2[CH:5]=[C:4]([C:11]([NH:13][O:14][CH2:15][CH2:16][OH:17])=[O:12])[C:3]=1[NH:20][C:21]1[CH:26]=[CH:25][C:24]([I:27])=[CH:23][C:22]=1[F:28]. The catalyst class is: 2. (7) Product: [C:9]([O:8][CH2:7][C:6]([NH:29][C:30](=[O:32])[CH3:31])([CH2:12][CH2:13][C:14]1[CH:19]=[CH:18][C:17]([C:20]2[CH:25]=[CH:24][C:23]([C:26]3[CH:43]=[C:44]([CH2:45][CH2:46][CH3:47])[O:28][N:27]=3)=[CH:22][CH:21]=2)=[CH:16][CH:15]=1)[CH2:5][O:4][C:1](=[O:3])[CH3:2])(=[O:11])[CH3:10]. The catalyst class is: 34. Reactant: [C:1]([O:4][CH2:5][C:6]([NH:29][C:30](=[O:32])[CH3:31])([CH2:12][CH2:13][C:14]1[CH:19]=[CH:18][C:17]([C:20]2[CH:25]=[CH:24][C:23]([CH:26]=[N:27][OH:28])=[CH:22][CH:21]=2)=[CH:16][CH:15]=1)[CH2:7][O:8][C:9](=[O:11])[CH3:10])(=[O:3])[CH3:2].[O-]Cl.[Na+].CCN(CC)CC.[CH:43]#[C:44][CH2:45][CH2:46][CH3:47]. (8) The catalyst class is: 1. Product: [F:1][C:2]1[CH:7]=[C:6]([F:8])[CH:5]=[CH:4][C:3]=1[N:9]1[C:13]([C:14]2[S:23][C:22]3[C:21]4[N:24]=[C:25]([NH:28][CH:31]5[CH2:32][O:29][CH2:30]5)[CH:26]=[CH:27][C:20]=4[O:19][CH2:18][CH2:17][C:16]=3[CH:15]=2)=[N:12][CH:11]=[N:10]1. Reactant: [F:1][C:2]1[CH:7]=[C:6]([F:8])[CH:5]=[CH:4][C:3]=1[N:9]1[C:13]([C:14]2[S:23][C:22]3[C:21]4[N:24]=[C:25]([NH2:28])[CH:26]=[CH:27][C:20]=4[O:19][CH2:18][CH2:17][C:16]=3[CH:15]=2)=[N:12][CH:11]=[N:10]1.[O:29]1[CH2:32][C:31](=O)[CH2:30]1. (9) Reactant: [C:1](Cl)(=[O:4])[CH2:2][CH3:3].[CH2:6]([CH:9]1[CH2:14][CH2:13][CH:12]([C:15]2[CH:20]=[CH:19][CH:18]=[CH:17][C:16]=2[C:21]2[CH:22]=[C:23]([OH:27])[CH:24]=[CH:25][CH:26]=2)[CH2:11][CH2:10]1)[CH2:7][CH3:8].O.Cl. Product: [C:1]([O:27][C:23]1[CH:24]=[CH:25][CH:26]=[C:21]([C:16]2[CH:17]=[CH:18][CH:19]=[CH:20][C:15]=2[CH:12]2[CH2:13][CH2:14][CH:9]([CH2:6][CH2:7][CH3:8])[CH2:10][CH2:11]2)[CH:22]=1)(=[O:4])[CH2:2][CH3:3]. The catalyst class is: 17.